This data is from Catalyst prediction with 721,799 reactions and 888 catalyst types from USPTO. The task is: Predict which catalyst facilitates the given reaction. Reactant: C[Mg]Br.[CH3:4][C@H]1CO[C@@]2(O[C@H]3C[C@H]4[C@@H]5CC=C6C[C@@H](O)CC[C@]6(C)[C@H]5CC[C@]4(C)[C@H]3[C@@H]2C)CC1.[Cl:34][C:35]1[CH:36]=[C:37]([C:41]2[C:46]([O:47][CH:48](F)F)=[CH:45][CH:44]=[C:43]([CH2:51][C:52]3[CH:53]=[CH:54][C:55]([C:58]#[N:59])=[N:56][CH:57]=3)[C:42]=2[F:60])[CH:38]=[CH:39][CH:40]=1.[H-].[Al+3].[Li+].[H-].[H-].[H-]. Product: [Cl:34][C:35]1[CH:36]=[C:37]([C:41]2[C:46]([O:47][CH3:48])=[CH:45][CH:44]=[C:43]([CH2:51][C:52]3[CH:53]=[CH:54][C:55]([CH:58]([NH2:59])[CH3:4])=[N:56][CH:57]=3)[C:42]=2[F:60])[CH:38]=[CH:39][CH:40]=1. The catalyst class is: 7.